Predict the product of the given reaction. From a dataset of Forward reaction prediction with 1.9M reactions from USPTO patents (1976-2016). (1) The product is: [CH:1]1([C:4]2[N:8]([C:9]([O:11][C:12]([CH3:15])([CH3:14])[CH3:13])=[O:10])[C:7]3[CH:16]=[C:17]([C:21]4[C:22]([CH3:27])=[N:23][O:24][C:25]=4[CH3:26])[CH:18]=[C:19]([C:31]([CH:33]4[CH2:37][CH2:36][O:35][CH2:34]4)=[O:32])[C:6]=3[N:5]=2)[CH2:3][CH2:2]1. Given the reactants [CH:1]1([C:4]2[N:8]([C:9]([O:11][C:12]([CH3:15])([CH3:14])[CH3:13])=[O:10])[C:7]3[CH:16]=[C:17]([C:21]4[C:22]([CH3:27])=[N:23][O:24][C:25]=4[CH3:26])[CH:18]=[C:19](I)[C:6]=3[N:5]=2)[CH2:3][CH2:2]1.CON(C)[C:31]([CH:33]1[CH2:37][CH2:36][O:35][CH2:34]1)=[O:32].[Li]CCCC, predict the reaction product. (2) Given the reactants Cl.[NH:2]1[C:6]2[CH:7]=[CH:8][C:9]([CH2:11][NH2:12])=[CH:10][C:5]=2[N:4]=[CH:3]1.[N:13]([C:16]1[S:20][C:19]2[CH2:21][CH2:22][CH2:23][CH2:24][C:18]=2[C:17]=1[C:25]([O:27]CC)=O)=[C:14]=[S:15].C([N:32](CC)CC)C, predict the reaction product. The product is: [NH:2]1[C:6]2[CH:7]=[CH:8][C:9]([CH2:11][NH2:12])=[CH:10][C:5]=2[N:4]=[CH:3]1.[S:15]=[C:14]1[NH:13][C:16]2[S:20][C:19]3[CH2:21][CH2:22][CH2:23][CH2:24][C:18]=3[C:17]=2[C:25](=[O:27])[NH:32]1. (3) Given the reactants N12CCCN=C1CCCCC2.Cl.[NH2:13][CH2:14][C:15]1[CH:23]=[CH:22][CH:21]=[C:20]2[C:16]=1[C:17](=[O:33])[N:18]([CH:25]1[CH2:30][CH2:29][C:28](=[O:31])[NH:27][C:26]1=[O:32])[C:19]2=[O:24].[CH2:34]([N:37]=[C:38]=[O:39])[CH2:35][CH3:36], predict the reaction product. The product is: [O:32]=[C:26]1[CH:25]([N:18]2[C:17](=[O:33])[C:16]3[C:20](=[CH:21][CH:22]=[CH:23][C:15]=3[CH2:14][NH:13][C:38]([NH:37][CH2:34][CH2:35][CH3:36])=[O:39])[C:19]2=[O:24])[CH2:30][CH2:29][C:28](=[O:31])[NH:27]1. (4) Given the reactants Br[C:2]1[CH:3]=[CH:4][C:5]2[S:9][C:8]([CH2:10][O:11][C:12]3[C:13]([F:22])=[C:14]([C:19]([NH2:21])=[O:20])[C:15]([F:18])=[CH:16][CH:17]=3)=[N:7][C:6]=2[CH:23]=1.[N:24]1[CH:29]=[CH:28][C:27](B(O)O)=[CH:26][CH:25]=1.C([O-])([O-])=O.[Na+].[Na+], predict the reaction product. The product is: [F:22][C:13]1[C:12]([O:11][CH2:10][C:8]2[S:9][C:5]3[CH:4]=[CH:3][C:2]([C:27]4[CH:28]=[CH:29][N:24]=[CH:25][CH:26]=4)=[CH:23][C:6]=3[N:7]=2)=[CH:17][CH:16]=[C:15]([F:18])[C:14]=1[C:19]([NH2:21])=[O:20].